The task is: Predict which catalyst facilitates the given reaction.. This data is from Catalyst prediction with 721,799 reactions and 888 catalyst types from USPTO. (1) Reactant: [NH2:1][C:2]1[NH:3][C:4]2[CH:10]=[CH:9][CH:8]=[CH:7][C:5]=2[N:6]=1.[C:11](OCC)(=[O:15])[C:12]([CH3:14])=[CH2:13]. Product: [CH3:13][CH:12]1[CH2:14][N:6]2[C:2](=[N:3][C:4]3[CH:10]=[CH:9][CH:8]=[CH:7][C:5]=32)[NH:1][C:11]1=[O:15]. The catalyst class is: 310. (2) Reactant: Br[C:2]1[C:7]([O:8][CH3:9])=[CH:6][C:5]([CH2:10][O:11][CH:12]2[CH2:15][CH2:14][CH2:13]2)=[CH:4][C:3]=1[O:16][CH3:17].C([Li])CCC.[B:23](OC)([O:26]C)[O:24]C.[Cl-].[NH4+]. Product: [CH:12]1([O:11][CH2:10][C:5]2[CH:6]=[C:7]([O:8][CH3:9])[C:2]([B:23]([OH:26])[OH:24])=[C:3]([O:16][CH3:17])[CH:4]=2)[CH2:15][CH2:14][CH2:13]1. The catalyst class is: 476. (3) Reactant: [O:1]1[CH2:6][CH2:5][NH:4][C:3]2[CH:7]=[C:8]([C:11]3[S:12][C:13]([N:21]([CH3:31])[CH2:22][CH2:23][O:24][C:25]4[CH:30]=[CH:29][CH:28]=[CH:27][CH:26]=4)=[C:14]([C:16]([O:18][CH2:19][CH3:20])=[O:17])[N:15]=3)[CH:9]=[CH:10][C:2]1=2.[S:32]1[C:36]2[CH:37]=[CH:38][CH:39]=[CH:40][C:35]=2[N:34]=[C:33]1[NH:41][C:42](=O)[O:43]C1C=CC([N+]([O-])=O)=CC=1. Product: [S:32]1[C:36]2[CH:37]=[CH:38][CH:39]=[CH:40][C:35]=2[N:34]=[C:33]1[NH:41][C:42]([N:4]1[CH2:5][CH2:6][O:1][C:2]2[CH:10]=[CH:9][C:8]([C:11]3[S:12][C:13]([N:21]([CH3:31])[CH2:22][CH2:23][O:24][C:25]4[CH:26]=[CH:27][CH:28]=[CH:29][CH:30]=4)=[C:14]([C:16]([O:18][CH2:19][CH3:20])=[O:17])[N:15]=3)=[CH:7][C:3]1=2)=[O:43]. The catalyst class is: 10. (4) Reactant: O1C2C=CC([C:10]3([C:13]([NH:15][C:16]4[CH:21]=[CH:20][C:19]([CH2:22]O)=[C:18]([Br:24])[CH:17]=4)=[O:14])[CH2:12][CH2:11]3)=CC=2OC1.CS(Cl)(=O)=O.[CH:30]([N:33](CC)C(C)C)(C)C.[C-]#N.[K+]. Product: [Br:24][C:18]1[CH:17]=[C:16]([NH:15][C:13]([CH:10]2[CH2:11][CH2:12]2)=[O:14])[CH:21]=[CH:20][C:19]=1[CH2:22][C:30]#[N:33]. The catalyst class is: 245. (5) Reactant: [Cl:1][C:2]1[CH:3]=[C:4]([CH:7]=[CH:8][C:9]=1[S:10][CH3:11])[CH:5]=[O:6].[BH4-].[Na+]. The catalyst class is: 20. Product: [Cl:1][C:2]1[CH:3]=[C:4]([CH2:5][OH:6])[CH:7]=[CH:8][C:9]=1[S:10][CH3:11]. (6) Reactant: [F:1][C:2]([F:14])([F:13])[O:3][C:4]1[CH:12]=[CH:11][C:7]([C:8](Cl)=[O:9])=[CH:6][CH:5]=1.[I:15][C:16]1[CH:22]=[C:21]([Br:23])[CH:20]=[CH:19][C:17]=1[NH2:18]. Product: [Br:23][C:21]1[CH:20]=[CH:19][C:17]([NH:18][C:8](=[O:9])[C:7]2[CH:11]=[CH:12][C:4]([O:3][C:2]([F:14])([F:13])[F:1])=[CH:5][CH:6]=2)=[C:16]([I:15])[CH:22]=1. The catalyst class is: 17. (7) Reactant: [Br:1][C:2]1[C:3]([O:11][CH3:12])=[CH:4][C:5]2S[CH2:8][CH2:7][C:6]=2[CH:10]=1.ClC1C=C(C(OO)=O)C=CC=1.[S:24](=S)(=[O:27])([O-])[O-:25].[Na+].[Na+]. Product: [CH3:12][O:11][C:3]1[C:2]([Br:1])=[CH:10][C:6]2[CH2:7][CH2:8][S:24](=[O:27])(=[O:25])[C:5]=2[CH:4]=1. The catalyst class is: 22. (8) The catalyst class is: 2. Product: [CH3:10][S:11]([O:8][CH:5]1[CH2:6][CH2:7][C:2]([F:9])([F:1])[CH2:3][CH2:4]1)(=[O:13])=[O:12]. Reactant: [F:1][C:2]1([F:9])[CH2:7][CH2:6][CH:5]([OH:8])[CH2:4][CH2:3]1.[CH3:10][S:11](Cl)(=[O:13])=[O:12].